The task is: Predict the product of the given reaction.. This data is from Forward reaction prediction with 1.9M reactions from USPTO patents (1976-2016). Given the reactants Br[C:2]1[CH:3]=[N:4][CH:5]=[C:6]([N+:15]([O-:17])=[O:16])[C:7]=1[N:8]1[CH2:13][CH2:12][N:11]([CH3:14])[CH2:10][CH2:9]1.ClCCl.C(=O)([O-])[O-].[K+].[K+].[CH:27]1(B(O)O)[CH2:29][CH2:28]1, predict the reaction product. The product is: [CH:27]1([C:2]2[CH:3]=[N:4][CH:5]=[C:6]([N+:15]([O-:17])=[O:16])[C:7]=2[N:8]2[CH2:13][CH2:12][N:11]([CH3:14])[CH2:10][CH2:9]2)[CH2:29][CH2:28]1.